Task: Predict which catalyst facilitates the given reaction.. Dataset: Catalyst prediction with 721,799 reactions and 888 catalyst types from USPTO (1) Reactant: Cl[CH2:2][C:3]1[CH:8]=[CH:7][C:6]([CH:9]([CH3:11])[CH3:10])=[CH:5][CH:4]=1.[S:12]([O-:15])([O-:14])=[O:13].[Na+:16].[Na+].CC(C)=O. Product: [CH:9]([C:6]1[CH:7]=[CH:8][C:3]([CH2:2][S:12]([O-:15])(=[O:14])=[O:13])=[CH:4][CH:5]=1)([CH3:11])[CH3:10].[Na+:16]. The catalyst class is: 6. (2) Reactant: [CH3:1][N:2]1[CH:7]2[CH2:8][CH2:9][CH:3]1[CH2:4][CH:5]([NH:10][C:11]([C:13]1[C:21]3[C:16](=[CH:17][CH:18]=[C:19](Br)[CH:20]=3)[NH:15][N:14]=1)=[O:12])[CH2:6]2.[O:23]1[CH:27]=[CH:26][C:25](B(O)O)=[CH:24]1.F[B-](F)(F)F.C(P(C(C)(C)C)C(C)(C)C)(C)(C)C.C(=O)([O-])[O-].[K+].[K+]. Product: [O:23]1[CH:27]=[CH:26][C:25]([C:19]2[CH:20]=[C:21]3[C:16](=[CH:17][CH:18]=2)[NH:15][N:14]=[C:13]3[C:11]([NH:10][CH:5]2[CH2:4][CH:3]3[N:2]([CH3:1])[CH:7]([CH2:8][CH2:9]3)[CH2:6]2)=[O:12])=[CH:24]1. The catalyst class is: 110. (3) Reactant: [O:1]1[C:5]2[CH:6]=[CH:7][CH:8]=[CH:9][C:4]=2[CH:3]=[C:2]1[C:10]([OH:12])=O.[CH3:13][C:14]1([CH3:22])[O:19][C:18](=[O:20])[CH2:17][C:16](=[O:21])[O:15]1.CCN=C=NCCCN(C)C.Cl. Product: [O:1]1[C:5]2[CH:6]=[CH:7][CH:8]=[CH:9][C:4]=2[CH:3]=[C:2]1[C:10]([CH:17]1[C:18](=[O:20])[O:19][C:14]([CH3:22])([CH3:13])[O:15][C:16]1=[O:21])=[O:12]. The catalyst class is: 112. (4) Reactant: [CH2:1]([CH:3]1[N:12]2[C:7](=[CH:8][C:9](=[O:18])[C:10]([C:13]([O:15]CC)=[O:14])=[CH:11]2)[C:6]2[CH:19]=[C:20]([O:32][CH3:33])[C:21]([O:23][CH2:24][C:25](=[O:31])[N:26]3[CH2:30][CH2:29][CH2:28][CH2:27]3)=[CH:22][C:5]=2[CH2:4]1)[CH3:2].[OH-].[Na+].Cl. Product: [CH2:1]([CH:3]1[N:12]2[C:7](=[CH:8][C:9](=[O:18])[C:10]([C:13]([OH:15])=[O:14])=[CH:11]2)[C:6]2[CH:19]=[C:20]([O:32][CH3:33])[C:21]([O:23][CH2:24][C:25](=[O:31])[N:26]3[CH2:27][CH2:28][CH2:29][CH2:30]3)=[CH:22][C:5]=2[CH2:4]1)[CH3:2]. The catalyst class is: 1. (5) Reactant: [NH:1]1[C:9]2[C:4](=[CH:5][CH:6]=[CH:7][CH:8]=2)[C:3]2([C:13]3=[CH:14][C:15]4[O:19][CH2:18][O:17][C:16]=4[CH:20]=[C:12]3[O:11][CH2:10]2)[C:2]1=[O:21].C(=O)([O-])[O-].[Cs+].[Cs+].Br[CH2:29][C:30]1[O:31][C:32]([C:35]([F:38])([F:37])[F:36])=[CH:33][CH:34]=1. Product: [F:36][C:35]([F:38])([F:37])[C:32]1[O:31][C:30]([CH2:29][N:1]2[C:9]3[C:4](=[CH:5][CH:6]=[CH:7][CH:8]=3)[C:3]3([C:13]4=[CH:14][C:15]5[O:19][CH2:18][O:17][C:16]=5[CH:20]=[C:12]4[O:11][CH2:10]3)[C:2]2=[O:21])=[CH:34][CH:33]=1. The catalyst class is: 21. (6) Reactant: [Cl:1][C:2]1[C:3]([F:44])=[C:4]([C@@H:8]2[C@:12]([C:15]3[CH:20]=[CH:19][C:18]([Cl:21])=[CH:17][C:16]=3[F:22])([C:13]#[N:14])[C@H:11]([CH2:23][C:24]([CH3:27])([CH3:26])[CH3:25])[NH:10][C@H:9]2[C:28]([NH:30][C:31]2[CH:39]=[CH:38][C:34]([C:35]([OH:37])=[O:36])=[C:33]([C:40]([F:43])([F:42])[F:41])[CH:32]=2)=[O:29])[CH:5]=[CH:6][CH:7]=1.[CH3:45]OCCOC.C=O. Product: [Cl:1][C:2]1[C:3]([F:44])=[C:4]([C@H:8]2[C@H:9]3[N:10]([CH2:45][N:30]([C:31]4[CH:39]=[CH:38][C:34]([C:35]([OH:37])=[O:36])=[C:33]([C:40]([F:43])([F:42])[F:41])[CH:32]=4)[C:28]3=[O:29])[C@@H:11]([CH2:23][C:24]([CH3:27])([CH3:26])[CH3:25])[C@@:12]2([C:15]2[CH:20]=[CH:19][C:18]([Cl:21])=[CH:17][C:16]=2[F:22])[C:13]#[N:14])[CH:5]=[CH:6][CH:7]=1. The catalyst class is: 6. (7) Reactant: Cl[C:2]1[CH:3]=[CH:4][N:5]=[C:6]2[C:11]=1[N:10]=[C:9]([C:12]1[CH:13]=[C:14]([NH:18][S:19]([C:22]3[CH:27]=[CH:26][CH:25]=[CH:24][CH:23]=3)(=[O:21])=[O:20])[CH:15]=[N:16][CH:17]=1)[CH:8]=[CH:7]2.[NH:28]1[CH2:33][CH2:32][O:31][CH2:30][CH2:29]1.C(N(CC)CC)C. Product: [N:28]1([C:2]2[CH:3]=[CH:4][N:5]=[C:6]3[C:11]=2[N:10]=[C:9]([C:12]2[CH:13]=[C:14]([NH:18][S:19]([C:22]4[CH:27]=[CH:26][CH:25]=[CH:24][CH:23]=4)(=[O:21])=[O:20])[CH:15]=[N:16][CH:17]=2)[CH:8]=[CH:7]3)[CH2:33][CH2:32][O:31][CH2:30][CH2:29]1. The catalyst class is: 9. (8) Reactant: [C:1]1([C:15]2[CH:20]=[CH:19][CH:18]=[CH:17][CH:16]=2)[CH:6]=[CH:5][C:4]([C:7]2[N:8]=[C:9]([CH2:12][CH2:13][NH2:14])[NH:10][CH:11]=2)=[CH:3][CH:2]=1.[S:21](Cl)([OH:24])(=O)=[O:22].[CH3:26][CH2:27][CH2:28][CH3:29].C(=O)([O-])[O-].[K+].[K+]. Product: [C:1]1([C:15]2[CH:16]=[CH:17][CH:18]=[CH:19][CH:20]=2)[CH:6]=[CH:5][C:4]([C:7]2[N:8]=[C:9]([CH2:12][CH2:13][NH:14][S:21]([CH2:26][CH2:27][CH2:28][CH3:29])(=[O:24])=[O:22])[NH:10][CH:11]=2)=[CH:3][CH:2]=1. The catalyst class is: 3.